This data is from Full USPTO retrosynthesis dataset with 1.9M reactions from patents (1976-2016). The task is: Predict the reactants needed to synthesize the given product. Given the product [NH2:12][C:6]1[CH:7]=[CH:8][C:9]([O:10][CH3:11])=[C:4]([C:20]2[CH:19]=[CH:18][CH:17]=[C:16]([C:13](=[O:15])[CH3:14])[CH:21]=2)[CH:5]=1, predict the reactants needed to synthesize it. The reactants are: N#N.I[C:4]1[CH:5]=[C:6]([NH2:12])[CH:7]=[CH:8][C:9]=1[O:10][CH3:11].[C:13]([C:16]1[CH:17]=[C:18](B(O)O)[CH:19]=[CH:20][CH:21]=1)(=[O:15])[CH3:14].C(=O)([O-])[O-].[K+].[K+].C1(P(C2C=CC=CC=2)C2C=CC=CC=2)C=CC=CC=1.